Task: Predict the reactants needed to synthesize the given product.. Dataset: Full USPTO retrosynthesis dataset with 1.9M reactions from patents (1976-2016) (1) Given the product [Cl:1][C:2]1[N:7]=[C:6]([S:8]([CH3:11])(=[O:10])=[O:9])[N:5]=[C:4]([N:12]2[C:13]3[CH:18]=[C:17]([F:19])[CH:16]=[CH:15][C:14]=3[N:20]=[C:21]2[CH3:22])[CH:3]=1, predict the reactants needed to synthesize it. The reactants are: [Cl:1][C:2]1[N:7]=[C:6]([S:8]([CH3:11])(=[O:10])=[O:9])[N:5]=[C:4]([NH:12][C:13]2[C:14]([NH2:20])=[CH:15][CH:16]=[C:17]([F:19])[CH:18]=2)[CH:3]=1.[CH2:21](OC(OCC)(OCC)C)[CH3:22].C([O-])(O)=O.[Na+]. (2) Given the product [CH2:15]([N:1]([CH2:15][C:16]1[CH:21]=[CH:20][CH:19]=[CH:18][CH:17]=1)[C@@H:2]1[CH2:7][CH2:6][CH2:5][C@H:4]([OH:8])[CH2:3]1)[C:16]1[CH:21]=[CH:20][CH:19]=[CH:18][CH:17]=1, predict the reactants needed to synthesize it. The reactants are: [NH2:1][C@@H:2]1[CH2:7][CH2:6][CH2:5][C@H:4]([OH:8])[CH2:3]1.C(=O)(O)[O-].[Na+].Cl[CH2:15][C:16]1[CH:21]=[CH:20][CH:19]=[CH:18][CH:17]=1. (3) Given the product [N+:14]([C:17]1[CH:24]=[CH:23][C:22]([Cl:25])=[CH:21][C:18]=1[CH:19]([C:6]1[CH:7]=[C:2]([F:1])[CH:3]=[CH:4][C:5]=1[F:8])[OH:20])([O-:16])=[O:15], predict the reactants needed to synthesize it. The reactants are: [F:1][C:2]1[CH:7]=[CH:6][C:5]([F:8])=[CH:4][CH:3]=1.C([Li])CCC.[N+:14]([C:17]1[CH:24]=[CH:23][C:22]([Cl:25])=[CH:21][C:18]=1[CH:19]=[O:20])([O-:16])=[O:15].[Cl-].[NH4+]. (4) Given the product [CH2:1]([C:3]1[CH:8]=[C:7]([N+:9]([O-:11])=[O:10])[C:6]([O:12][CH3:13])=[CH:5][C:4]=1[N:30]1[CH2:29][CH2:28][CH:27]([N:24]2[CH2:25][CH2:26][N:21]([S:18]([CH3:17])(=[O:20])=[O:19])[CH2:22][CH2:23]2)[CH2:32][CH2:31]1)[CH3:2], predict the reactants needed to synthesize it. The reactants are: [CH2:1]([C:3]1[CH:8]=[C:7]([N+:9]([O-:11])=[O:10])[C:6]([O:12][CH3:13])=[CH:5][C:4]=1F)[CH3:2].Cl.Cl.[CH3:17][S:18]([N:21]1[CH2:26][CH2:25][N:24]([CH:27]2[CH2:32][CH2:31][NH:30][CH2:29][CH2:28]2)[CH2:23][CH2:22]1)(=[O:20])=[O:19].C([O-])([O-])=O.[K+].[K+].O. (5) Given the product [CH:1]1([CH2:6][C:7]([NH:33][C:21]2[C:20]([F:19])=[CH:25][C:24]([N:26]3[CH2:31][CH2:30][O:29][CH2:28][CH2:27]3)=[CH:23][C:22]=2[F:32])=[O:9])[CH2:5][CH2:4][CH:3]=[CH:2]1, predict the reactants needed to synthesize it. The reactants are: [CH:1]1([CH2:6][C:7]([OH:9])=O)[CH2:5][CH2:4][CH:3]=[CH:2]1.C(N(CC)C(C)C)(C)C.[F:19][C:20]1[CH:25]=[C:24]([N:26]2[CH2:31][CH2:30][O:29][CH2:28][CH2:27]2)[CH:23]=[C:22]([F:32])[C:21]=1[NH2:33].C(OCC)(=O)C. (6) Given the product [CH3:22][C:14]1([CH3:21])[C:15]2[C:16](=[N:17][CH:18]=[CH:19][CH:20]=2)[N:12]([C@H:10]2[CH2:9][C@H:8]([NH:7][C:6]3[S:27][CH:28]=[C:29]([CH3:31])[N:30]=3)[CH2:11]2)[C:13]1=[O:23], predict the reactants needed to synthesize it. The reactants are: C(O[C:6](=O)[NH:7][C@H:8]1[CH2:11][C@H:10]([N:12]2[C:16]3=[N:17][CH:18]=[CH:19][CH:20]=[C:15]3[C:14]([CH3:22])([CH3:21])[C:13]2=[O:23])[CH2:9]1)(C)(C)C.BrC1[S:27][CH:28]=[C:29]([CH3:31])[N:30]=1. (7) The reactants are: C(OC(=O)[NH:7][C:8]1[CH:13]=[C:12]([CH3:14])[C:11]([CH2:15][NH:16][C:17]([C:19]2[CH:20]=[N:21][N:22]([CH2:24][C:25]3[CH:30]=[CH:29][C:28]([CH2:31]Cl)=[CH:27][CH:26]=3)[CH:23]=2)=[O:18])=[C:10]([CH3:33])[N:9]=1)(C)(C)C.[N-:35]=[N+:36]=[N-:37].[Na+].[C:39]([Si](C)(C)C)#[CH:40].CCN(C(C)C)C(C)C.O=C1O[C@H]([C@H](CO)O)C([O-])=C1O.[Na+]. Given the product [N:35]1([CH2:31][C:28]2[CH:27]=[CH:26][C:25]([CH2:24][N:22]3[CH:23]=[C:19]([C:17]([NH:16][CH2:15][C:11]4[C:10]([CH3:33])=[N:9][C:8]([NH2:7])=[CH:13][C:12]=4[CH3:14])=[O:18])[CH:20]=[N:21]3)=[CH:30][CH:29]=2)[CH:40]=[CH:39][N:37]=[N:36]1, predict the reactants needed to synthesize it. (8) Given the product [Br:1][C:2]1[CH:3]=[C:4]([CH:12]=[C:13]([C:15]2[CH2:26][C:27]3([CH2:30][CH2:29][CH2:28]3)[O:17][N:16]=2)[CH:14]=1)[C:5]([O:7][C:8]([CH3:11])([CH3:10])[CH3:9])=[O:6], predict the reactants needed to synthesize it. The reactants are: [Br:1][C:2]1[CH:3]=[C:4]([CH:12]=[C:13](/[CH:15]=[N:16]/[OH:17])[CH:14]=1)[C:5]([O:7][C:8]([CH3:11])([CH3:10])[CH3:9])=[O:6].ClN1C(=O)CCC1=O.[CH2:26]=[C:27]1[CH2:30][CH2:29][CH2:28]1.C(N(CC)CC)C.C([O-])(O)=O.[Na+]. (9) The reactants are: [Na].[C:2]([O:9][CH3:10])(=[O:8])[CH2:3][C:4]([O:6][CH3:7])=[O:5].[F:11][C:12]1[CH:19]=[CH:18][C:15]([CH2:16]Br)=[CH:14][CH:13]=1. Given the product [CH3:7][O:6][C:4](=[O:5])[CH:3]([CH2:16][C:15]1[CH:18]=[CH:19][C:12]([F:11])=[CH:13][CH:14]=1)[C:2]([O:9][CH3:10])=[O:8], predict the reactants needed to synthesize it. (10) Given the product [CH3:29][S:30]([O:1][CH2:2][C@H:3]([CH:19]([CH3:21])[CH3:20])[CH2:4][C@H:5]1[CH2:9][O:8][C:7]([CH3:11])([CH3:10])[N:6]1[C:12]([O:14][C:15]([CH3:18])([CH3:17])[CH3:16])=[O:13])(=[O:32])=[O:31], predict the reactants needed to synthesize it. The reactants are: [OH:1][CH2:2][C@H:3]([CH:19]([CH3:21])[CH3:20])[CH2:4][C@H:5]1[CH2:9][O:8][C:7]([CH3:11])([CH3:10])[N:6]1[C:12]([O:14][C:15]([CH3:18])([CH3:17])[CH3:16])=[O:13].C(N(CC)CC)C.[CH3:29][S:30](Cl)(=[O:32])=[O:31].